From a dataset of Reaction yield outcomes from USPTO patents with 853,638 reactions. Predict the reaction yield, written as a fraction of the theoretical maximum amount of product (1.0 means a 100% yield; for example, 0.34 means a 34% yield). (1) The reactants are Cl.[NH2:2][C@H:3]1[CH2:9][O:8][C:7]2[CH:10]=[CH:11][CH:12]=[CH:13][C:6]=2[N:5]([CH2:14][C:15]2[C:24]3[C:19](=[CH:20][C:21]([Br:25])=[CH:22][CH:23]=3)[CH:18]=[CH:17][C:16]=2[O:26][CH3:27])[C:4]1=[O:28].[C:29]([O:33][C:34]([N:36]([CH3:43])[C@@H:37]([CH2:41][CH3:42])[C:38](O)=[O:39])=[O:35])([CH3:32])([CH3:31])[CH3:30].CCN(C(C)C)C(C)C.CN(C(ON1N=NC2C=CC=CC1=2)=[N+](C)C)C.F[P-](F)(F)(F)(F)F. The catalyst is CN(C=O)C.CCOC(C)=O. The product is [Br:25][C:21]1[CH:20]=[C:19]2[C:24](=[CH:23][CH:22]=1)[C:15]([CH2:14][N:5]1[C:4](=[O:28])[C@@H:3]([NH:2][C:38](=[O:39])[C@@H:37]([N:36]([CH3:43])[C:34](=[O:35])[O:33][C:29]([CH3:30])([CH3:31])[CH3:32])[CH2:41][CH3:42])[CH2:9][O:8][C:7]3[CH:10]=[CH:11][CH:12]=[CH:13][C:6]1=3)=[C:16]([O:26][CH3:27])[CH:17]=[CH:18]2. The yield is 0.930. (2) The reactants are [CH3:1][O:2][C:3](=[O:33])[CH:4]([NH:25][C:26]([O:28][C:29]([CH3:32])([CH3:31])[CH3:30])=[O:27])[CH2:5][C:6]1[CH:11]=[CH:10][C:9]([O:12][CH2:13][C:14]2[CH:19]=[CH:18][CH:17]=[CH:16][CH:15]=2)=[CH:8][C:7]=1[CH2:20][O:21]C(=O)C.C(=O)([O-])[O-].[K+].[K+]. The catalyst is CO.ClCCl. The product is [CH3:1][O:2][C:3](=[O:33])[CH:4]([NH:25][C:26]([O:28][C:29]([CH3:31])([CH3:30])[CH3:32])=[O:27])[CH2:5][C:6]1[CH:11]=[CH:10][C:9]([O:12][CH2:13][C:14]2[CH:19]=[CH:18][CH:17]=[CH:16][CH:15]=2)=[CH:8][C:7]=1[CH2:20][OH:21]. The yield is 1.00. (3) The product is [Cl:1][C:2]1[CH:7]=[CH:6][C:5]([C:8]2([C:15]3[CH:20]=[CH:19][C:18]([I:21])=[CH:17][CH:16]=3)[O:14][CH2:12][CH2:11][NH:10][CH2:9]2)=[CH:4][CH:3]=1. The reactants are [Cl:1][C:2]1[CH:7]=[CH:6][C:5]([C:8]([C:15]2[CH:20]=[CH:19][C:18]([I:21])=[CH:17][CH:16]=2)([OH:14])[CH2:9][NH:10][CH2:11][CH2:12]O)=[CH:4][CH:3]=1.OS(O)(=O)=O. The yield is 0.430. The catalyst is C(Cl)Cl.C(OCC)(=O)C. (4) The reactants are [C:1]([O:5][C:6]([NH:8][C@H:9]([C:13]([O:15][CH2:16][CH:17]([CH2:19][OH:20])[OH:18])=[O:14])[CH:10]([CH3:12])[CH3:11])=[O:7])([CH3:4])([CH3:3])[CH3:2].[C:21]([NH:28][C@H:29]([C:33](O)=[O:34])[CH:30]([CH3:32])[CH3:31])([O:23][C:24]([CH3:27])([CH3:26])[CH3:25])=[O:22].C1CCC(N=C=NC2CCCCC2)CC1. The catalyst is CN(C1C=CN=CC=1)C.C(Cl)Cl.CN(C=O)C. The product is [C:1]([O:5][C:6]([NH:8][C@H:9]([C:13]([O:15][CH2:16][CH:17]([CH2:19][O:20][C:33](=[O:34])[C@H:29]([CH:30]([CH3:31])[CH3:32])[NH:28][C:21]([O:23][C:24]([CH3:25])([CH3:26])[CH3:27])=[O:22])[OH:18])=[O:14])[CH:10]([CH3:11])[CH3:12])=[O:7])([CH3:2])([CH3:4])[CH3:3]. The yield is 0.490.